From a dataset of Forward reaction prediction with 1.9M reactions from USPTO patents (1976-2016). Predict the product of the given reaction. (1) Given the reactants Br[C:2]1[CH:3]=[N:4][N:5]([CH:11]2[CH2:16][CH2:15][CH2:14][CH2:13][O:12]2)[C:6]=1[C:7]([F:10])([F:9])[F:8].C([O-])([O-])=O.[Cs+].[Cs+].[C:23]1([CH2:29][CH2:30][C:31]([N:33]2[CH2:38][CH2:37][CH:36]([CH2:39][N:40]3[C:48]4[C:43](=[CH:44][C:45](B5OC(C)(C)C(C)(C)O5)=[CH:46][CH:47]=4)[CH:42]=[CH:41]3)[CH2:35][CH2:34]2)=[O:32])[CH:28]=[CH:27][CH:26]=[CH:25][CH:24]=1.ClCCl, predict the reaction product. The product is: [C:23]1([CH2:29][CH2:30][C:31]([N:33]2[CH2:38][CH2:37][CH:36]([CH2:39][N:40]3[C:48]4[C:43](=[CH:44][C:45]([C:2]5[CH:3]=[N:4][N:5]([CH:11]6[CH2:16][CH2:15][CH2:14][CH2:13][O:12]6)[C:6]=5[C:7]([F:10])([F:9])[F:8])=[CH:46][CH:47]=4)[CH:42]=[CH:41]3)[CH2:35][CH2:34]2)=[O:32])[CH:28]=[CH:27][CH:26]=[CH:25][CH:24]=1. (2) Given the reactants Cl[C:2]1[N:11]=[C:10]([CH3:12])[CH:9]=[CH:8][C:3]=1[C:4]([O:6][CH3:7])=[O:5].[C:13]([CH:17]1[CH2:22]C(=O)[CH2:20][CH2:19][O:18]1)([CH3:16])([CH3:15])[CH3:14].CC1(C)C2C(=C(P(C3C=CC=CC=3)C3C=CC=CC=3)C=CC=2)OC2C(P(C3C=CC=CC=3)C3C=CC=CC=3)=CC=CC1=2.C([O-])([O-])=O.[Cs+].[Cs+], predict the reaction product. The product is: [C:13]([CH:17]1[O:18][CH2:19][CH:20]2[CH:7]([O:6][C:4](=[O:5])[C:3]3[C:2]2=[N:11][C:10]([CH3:12])=[CH:9][CH:8]=3)[CH2:22]1)([CH3:16])([CH3:15])[CH3:14]. (3) Given the reactants [F:1][C:2]1[C:3]([C:8]2[N:9]([CH2:13][C:14]3[N:19]=[CH:18][N:17]=[C:16](NN)[C:15]=3[CH2:22][CH2:23][CH3:24])[CH:10]=[CH:11][N:12]=2)=[N:4][CH:5]=[CH:6][CH:7]=1.[NH2:25][C:26]([NH2:28])=[O:27].O.Cl, predict the reaction product. The product is: [F:1][C:2]1[C:3]([C:8]2[N:9]([CH2:13][C:14]3[N:19]=[CH:18][N:17]4[N:25]=[C:26]([OH:27])[N:28]=[C:16]4[C:15]=3[CH2:22][CH2:23][CH3:24])[CH:10]=[CH:11][N:12]=2)=[N:4][CH:5]=[CH:6][CH:7]=1. (4) Given the reactants [C:1]([C:4]1[CH:8]=[CH:7][N:6]([CH3:9])[CH:5]=1)(=[O:3])[CH3:2].C[Si]([N-][Si](C)(C)C)(C)C.[Li+].[C:20](OC)(=[O:25])[C:21]([O:23][CH3:24])=[O:22], predict the reaction product. The product is: [CH3:9][N:6]1[CH:7]=[CH:8][C:4]([C:1](=[O:3])[CH2:2][C:20](=[O:25])[C:21]([O:23][CH3:24])=[O:22])=[CH:5]1. (5) Given the reactants Br[C:2]1[CH:7]=[CH:6][C:5]([Cl:8])=[C:4]([CH2:9][C:10]2[CH:15]=[CH:14][C:13]([CH:16]3[CH2:18][CH2:17]3)=[CH:12][CH:11]=2)[CH:3]=1.[Li][CH2:20]CCC.C[Si](C)(C)[O:26][C@@H:27]1[C@@H:32]([O:33][Si](C)(C)C)[C@H:31]([O:38][Si](C)(C)C)[C@@H:30]([CH2:43][O:44][Si](C)(C)C)[O:29][C:28]1=[O:49].O.CC1C=CC(S(O)(=O)=O)=CC=1.C(=O)(O)[O-].[Na+], predict the reaction product. The product is: [Cl:8][C:5]1[CH:6]=[CH:7][C:2]([C@@:28]2([O:49][CH3:20])[C@H:27]([OH:26])[C@@H:32]([OH:33])[C@H:31]([OH:38])[C@@H:30]([CH2:43][OH:44])[O:29]2)=[CH:3][C:4]=1[CH2:9][C:10]1[CH:15]=[CH:14][C:13]([CH:16]2[CH2:18][CH2:17]2)=[CH:12][CH:11]=1.